Predict the product of the given reaction. From a dataset of Forward reaction prediction with 1.9M reactions from USPTO patents (1976-2016). (1) The product is: [F:1][C:2]1[CH:7]=[CH:6][C:5]([C:8]2[NH:40][C:35]3[C:36]([C:9]=2[CH2:10][CH2:11][CH2:12][N:13]2[CH2:18][CH2:17][CH:16]([C:19]4[CH:20]=[C:21]([NH:25][C:26](=[O:30])[CH:27]([CH3:29])[CH3:28])[CH:22]=[CH:23][CH:24]=4)[CH2:15][CH2:14]2)=[CH:37][CH:38]=[CH:39][C:34]=3[CH3:33])=[CH:4][CH:3]=1. Given the reactants [F:1][C:2]1[CH:7]=[CH:6][C:5]([C:8](=O)[CH2:9][CH2:10][CH2:11][CH2:12][N:13]2[CH2:18][CH2:17][CH:16]([C:19]3[CH:20]=[C:21]([NH:25][C:26](=[O:30])[CH:27]([CH3:29])[CH3:28])[CH:22]=[CH:23][CH:24]=3)[CH2:15][CH2:14]2)=[CH:4][CH:3]=1.Cl.[CH3:33][C:34]1[CH:39]=[CH:38][CH:37]=[CH:36][C:35]=1[NH:40]N, predict the reaction product. (2) Given the reactants [Li].[C:2]([O:7][CH3:8])(=[O:6])[CH:3]([CH3:5])[CH3:4].[CH2:9](Br)[CH:10]=C.O.[CH2:14]1COCC1, predict the reaction product. The product is: [CH3:4][C:3]([CH3:14])([CH2:5][CH:9]=[CH2:10])[C:2]([O:7][CH3:8])=[O:6]. (3) Given the reactants [Cl-].[Cl-].[Cl-].[Al+3].[N-:5]=[N+:6]=[N-:7].[Na+].[F:9][CH:10]([F:22])[O:11][C:12]1[CH:17]=[CH:16][CH:15]=[C:14](N=C=O)[C:13]=1[CH3:21].N([O-])=O.[Na+].Cl.[CH3:28][N:29](C)[CH:30]=[O:31], predict the reaction product. The product is: [CH3:21][C:13]1[C:12]([O:11][CH:10]([F:9])[F:22])=[CH:17][CH:16]=[CH:15][C:14]=1[N:5]1[C:30](=[O:31])[N:29]([CH3:28])[N:7]=[N:6]1. (4) Given the reactants [CH3:1][O:2][C:3](=[O:25])[C:4]1[CH:9]=[CH:8][CH:7]=[C:6]([NH:10][C:11]2[C:16]([NH2:17])=[C:15]([N:18]3[CH2:23][CH2:22][O:21][CH2:20][CH2:19]3)[N:14]=[C:13]([Cl:24])[N:12]=2)[CH:5]=1.[N:26]([O-])=O.[Na+], predict the reaction product. The product is: [CH3:1][O:2][C:3](=[O:25])[C:4]1[CH:9]=[CH:8][CH:7]=[C:6]([N:10]2[C:11]3[N:12]=[C:13]([Cl:24])[N:14]=[C:15]([N:18]4[CH2:23][CH2:22][O:21][CH2:20][CH2:19]4)[C:16]=3[N:17]=[N:26]2)[CH:5]=1.